This data is from NCI-60 drug combinations with 297,098 pairs across 59 cell lines. The task is: Regression. Given two drug SMILES strings and cell line genomic features, predict the synergy score measuring deviation from expected non-interaction effect. Cell line: HL-60(TB). Drug 1: C1CCC(C(C1)N)N.C(=O)(C(=O)[O-])[O-].[Pt+4]. Drug 2: C(CN)CNCCSP(=O)(O)O. Synergy scores: CSS=38.8, Synergy_ZIP=1.74, Synergy_Bliss=-2.25, Synergy_Loewe=-51.2, Synergy_HSA=-5.38.